The task is: Binary Classification. Given a T-cell receptor sequence (or CDR3 region) and an epitope sequence, predict whether binding occurs between them.. This data is from TCR-epitope binding with 47,182 pairs between 192 epitopes and 23,139 TCRs. The epitope is SLFNTVATLY. The TCR CDR3 sequence is CATSTLAGADTGELFF. Result: 0 (the TCR does not bind to the epitope).